This data is from Forward reaction prediction with 1.9M reactions from USPTO patents (1976-2016). The task is: Predict the product of the given reaction. Given the reactants [N+]([O-])(O)=O.OS(O)(=O)=O.CC1(C)C2C(CC=CC=2)C(C)(C)CC1.[CH3:24][C:25]1([CH3:40])[C:34]2[C:29](=[CH:30][C:31]([N+:35]([O-])=O)=[CH:32][CH:33]=2)[C:28]([CH3:39])([CH3:38])[CH2:27][CH2:26]1, predict the reaction product. The product is: [CH3:24][C:25]1([CH3:40])[CH2:26][CH2:27][C:28]([CH3:39])([CH3:38])[C:29]2[CH:30]=[C:31]([NH2:35])[CH:32]=[CH:33][C:34]1=2.